Predict the reaction yield, written as a fraction of the theoretical maximum amount of product (1.0 means a 100% yield; for example, 0.34 means a 34% yield). From a dataset of Reaction yield outcomes from USPTO patents with 853,638 reactions. (1) The reactants are [NH2:1][C@@H:2]1[CH2:6][CH2:5][N:4]([C:7]([NH:9][CH:10]2[CH:17]3[CH2:18][CH:13]4[CH2:14][CH:15]([CH2:19][CH:11]2[CH2:12]4)[CH2:16]3)=[O:8])[CH2:3]1.CCN(C(C)C)C(C)C.Cl[C:30]([O:32][CH3:33])=[O:31].Cl. The catalyst is C(Cl)Cl. The product is [CH:17]12[CH2:16][CH:15]3[CH2:14][CH:13]([CH2:12][CH:11]([CH2:19]3)[CH:10]1[NH:9][C:7]([N:4]1[CH2:5][CH2:6][C@@H:2]([NH:1][C:30](=[O:31])[O:32][CH3:33])[CH2:3]1)=[O:8])[CH2:18]2. The yield is 0.490. (2) The reactants are [CH3:1][C:2]([CH3:14])([CH3:13])[C:3]([NH:5][C:6]1[CH:11]=[CH:10][CH:9]=[CH:8][C:7]=1[CH3:12])=O.[Li]CCCC.[NH4+].[Cl-]. The catalyst is C1COCC1. The product is [C:2]([C:3]1[NH:5][C:6]2[C:7]([CH:12]=1)=[CH:8][CH:9]=[CH:10][CH:11]=2)([CH3:14])([CH3:13])[CH3:1]. The yield is 0.880. (3) The reactants are [CH3:1][C:2]1[NH:3][C:4]2[C:5](=[O:14])[CH2:6][CH2:7][CH2:8][C:9]=2[C:10]=1[C:11]([OH:13])=O.[NH2:15][CH2:16][CH2:17][OH:18]. No catalyst specified. The product is [OH:18][CH2:17][CH2:16][NH:15][C:11]([C:10]1[C:9]2[CH2:8][CH2:7][CH2:6][C:5](=[O:14])[C:4]=2[NH:3][C:2]=1[CH3:1])=[O:13]. The yield is 0.850. (4) The reactants are [CH2:1]([NH:7][C:8]1[CH:17]=[CH:16][C:15]2[C:14]([CH3:19])([CH3:18])[CH2:13][CH2:12][C:11]([CH3:21])([CH3:20])[C:10]=2[CH:9]=1)[CH2:2][CH2:3][CH2:4][CH2:5][CH3:6].[C:22](Cl)(Cl)=[O:23].[NH2:26][C:27]1[CH:37]=[CH:36][C:30]([C:31]([O:33][CH2:34][CH3:35])=[O:32])=[CH:29][CH:28]=1. The catalyst is C1(C)C=CC=CC=1. The product is [CH2:1]([N:7]([C:8]1[CH:17]=[CH:16][C:15]2[C:14]([CH3:19])([CH3:18])[CH2:13][CH2:12][C:11]([CH3:20])([CH3:21])[C:10]=2[CH:9]=1)[C:22](=[O:23])[NH:26][C:27]1[CH:28]=[CH:29][C:30]([C:31]([O:33][CH2:34][CH3:35])=[O:32])=[CH:36][CH:37]=1)[CH2:2][CH2:3][CH2:4][CH2:5][CH3:6]. The yield is 0.280. (5) The reactants are [NH2:1][C:2]([C:6]1[CH:11]=[CH:10][C:9]([O:12][C:13]2[CH:18]=[CH:17][CH:16]=[CH:15][CH:14]=2)=[CH:8][CH:7]=1)=[CH:3][C:4]#[N:5].[N+:19]([C:22]1[CH:27]=[CH:26][C:25]([C:28](=O)[CH2:29][C:30](OCC)=[O:31])=[CH:24][CH:23]=1)([O-:21])=[O:20]. The catalyst is CN(C)C(=O)C. The product is [N+:19]([C:22]1[CH:23]=[CH:24][C:25]([C:28]2[NH:1][C:2]([C:6]3[CH:11]=[CH:10][C:9]([O:12][C:13]4[CH:18]=[CH:17][CH:16]=[CH:15][CH:14]=4)=[CH:8][CH:7]=3)=[C:3]([C:4]#[N:5])[C:30](=[O:31])[CH:29]=2)=[CH:26][CH:27]=1)([O-:21])=[O:20]. The yield is 1.00. (6) The yield is 0.960. The reactants are [S:1]1[CH:5]=[CH:4][C:3]2[C:6](=[O:10])[CH2:7][CH2:8][CH2:9][C:2]1=2.[Br:11]Br.[OH-].[Na+]. The catalyst is C(O)(=O)C.O. The product is [Br:11][C:5]1[S:1][C:2]2[CH2:9][CH2:8][CH2:7][C:6](=[O:10])[C:3]=2[CH:4]=1. (7) The reactants are Cl[CH2:2][C:3]1[NH:4][C:5](=[O:18])[C:6]2[C:11]([CH3:12])=[C:10]([C:13]([O:15][CH2:16][CH3:17])=[O:14])[S:9][C:7]=2[N:8]=1.[C:19]([O:23][C:24]([N:26]1[CH2:31][CH2:30][NH:29][CH2:28][CH2:27]1)=[O:25])([CH3:22])([CH3:21])[CH3:20].C(O)CO.C(N(CC)CC)C. The catalyst is O. The product is [C:19]([O:23][C:24]([N:26]1[CH2:31][CH2:30][N:29]([CH2:2][C:3]2[NH:4][C:5](=[O:18])[C:6]3[C:11]([CH3:12])=[C:10]([C:13]([O:15][CH2:16][CH3:17])=[O:14])[S:9][C:7]=3[N:8]=2)[CH2:28][CH2:27]1)=[O:25])([CH3:22])([CH3:20])[CH3:21]. The yield is 0.780. (8) The reactants are [N+:1]([CH2:4][C:5]1([OH:15])[CH2:14][CH2:13][C:8]2([O:12][CH2:11][CH2:10][O:9]2)[CH2:7][CH2:6]1)([O-])=O. The catalyst is C(O)C.[OH-].[OH-].[Pd+2]. The product is [NH2:1][CH2:4][C:5]1([OH:15])[CH2:14][CH2:13][C:8]2([O:12][CH2:11][CH2:10][O:9]2)[CH2:7][CH2:6]1. The yield is 0.990. (9) The reactants are [CH2:1]([N:4]1[CH2:9][CH2:8][CH:7]([C:10]2[CH:19]=[CH:18][C:13]([C:14]([O:16]C)=O)=[CH:12][CH:11]=2)[CH2:6][CH2:5]1)[C:2]#[CH:3].[CH3:20][O:21][C:22]1[CH:23]=[C:24]([CH2:30][CH2:31][C:32]2[CH:33]=[C:34]([NH2:37])[NH:35][N:36]=2)[CH:25]=[C:26]([O:28][CH3:29])[CH:27]=1.C[Al](C)C. The catalyst is C1(C)C=CC=CC=1. The product is [CH3:29][O:28][C:26]1[CH:25]=[C:24]([CH2:30][CH2:31][C:32]2[CH:33]=[C:34]([NH:37][C:14](=[O:16])[C:13]3[CH:12]=[CH:11][C:10]([CH:7]4[CH2:6][CH2:5][N:4]([CH2:1][C:2]#[CH:3])[CH2:9][CH2:8]4)=[CH:19][CH:18]=3)[NH:35][N:36]=2)[CH:23]=[C:22]([O:21][CH3:20])[CH:27]=1. The yield is 0.518. (10) The reactants are [CH:1]1([N:6]2[C:11](=[O:12])[C:10]([C:13]3[CH:18]=[CH:17][CH:16]=[CH:15][N:14]=3)=[CH:9][C:8]([C:19]([O:21]C)=[O:20])=[CH:7]2)[CH2:5][CH2:4][CH2:3][CH2:2]1.[OH-].[Li+].CO.OS(O)(=O)=O. The catalyst is O. The product is [CH:1]1([N:6]2[C:11](=[O:12])[C:10]([C:13]3[CH:18]=[CH:17][CH:16]=[CH:15][N:14]=3)=[CH:9][C:8]([C:19]([OH:21])=[O:20])=[CH:7]2)[CH2:5][CH2:4][CH2:3][CH2:2]1. The yield is 0.890.